From a dataset of Reaction yield outcomes from USPTO patents with 853,638 reactions. Predict the reaction yield, written as a fraction of the theoretical maximum amount of product (1.0 means a 100% yield; for example, 0.34 means a 34% yield). (1) The reactants are CC1C=CC(S(O[CH2:12][CH:13]2[CH2:17][C:16]3[C:18]([F:30])=[C:19]([F:29])[CH:20]=[C:21]([C:22]4[CH:27]=[CH:26][CH:25]=[CH:24][C:23]=4[CH3:28])[C:15]=3[O:14]2)(=O)=O)=CC=1.[N-:31]=[N+:32]=[N-:33].[Na+]. No catalyst specified. The product is [F:30][C:18]1[C:16]2[CH2:17][CH:13]([CH2:12][N:31]=[N+:32]=[N-:33])[O:14][C:15]=2[C:21]([C:22]2[CH:27]=[CH:26][CH:25]=[CH:24][C:23]=2[CH3:28])=[CH:20][C:19]=1[F:29]. The yield is 0.900. (2) The reactants are [CH:1](=O)[C:2]1[CH:7]=[CH:6][CH:5]=[CH:4][CH:3]=1.[C:9](#[N:13])[CH2:10][C:11]#[N:12].C(N(CC)CC)C.[CH3:21][N:22]1[C:26](=[O:27])[CH2:25][C:24]([C:28]2[CH:33]=[CH:32][CH:31]=[CH:30][CH:29]=2)=[N:23]1. The catalyst is C(O)C. The product is [NH2:12][C:11]1[O:27][C:26]2[N:22]([CH3:21])[N:23]=[C:1]([C:2]3[CH:7]=[CH:6][CH:5]=[CH:4][CH:3]=3)[C:25]=2[CH:24]([C:28]2[CH:33]=[CH:32][CH:31]=[CH:30][CH:29]=2)[C:10]=1[C:9]#[N:13]. The yield is 0.300.